Dataset: Reaction yield outcomes from USPTO patents with 853,638 reactions. Task: Predict the reaction yield, written as a fraction of the theoretical maximum amount of product (1.0 means a 100% yield; for example, 0.34 means a 34% yield). (1) The reactants are [Br:1][C:2]1[CH:3]=[CH:4][C:5]2[CH:9]=[CH:8][S:7][C:6]=2[CH:10]=1.C1C=CC(S(N(S(C2C=CC=CC=2)(=O)=O)[F:21])(=O)=O)=CC=1.C([Li])CCC.C(NC(C)C)(C)C. The catalyst is C1COCC1. The product is [Br:1][C:2]1[CH:3]=[CH:4][C:5]2[CH:9]=[C:8]([F:21])[S:7][C:6]=2[CH:10]=1. The yield is 0.330. (2) The reactants are [CH2:1]([O:3][C:4]([C:6]1([C:9]2[CH:14]=[CH:13][C:12]([C:15]3[CH:20]=[CH:19][C:18]([C:21]4[S:22][C:23]([Cl:29])=[CH:24][C:25]=4C(=O)N)=[CH:17][CH:16]=3)=[CH:11][CH:10]=2)[CH2:8][CH2:7]1)=[O:5])[CH3:2].[N:30]1[CH:35]=CC=CC=1.FC(F)(F)C(OI(C1C=CC=CC=1)OC(=O)C(F)(F)F)=[O:39].[CH3:57][C:58]1[C:59]([C@H:63]([OH:65])[CH3:64])=[CH:60][S:61][CH:62]=1.Cl. The catalyst is C1(C)C=CC=CC=1.C(OCC)(=O)C. The product is [CH2:1]([O:3][C:4]([C:6]1([C:9]2[CH:14]=[CH:13][C:12]([C:15]3[CH:20]=[CH:19][C:18]([C:21]4[S:22][C:23]([Cl:29])=[CH:24][C:25]=4[NH:30][C:35]([O:65][C@@H:63]([C:59]4[C:58]([CH3:57])=[CH:62][S:61][CH:60]=4)[CH3:64])=[O:39])=[CH:17][CH:16]=3)=[CH:11][CH:10]=2)[CH2:7][CH2:8]1)=[O:5])[CH3:2]. The yield is 0.880. (3) The reactants are [C:1]([O:5][C:6]([C@H:8]1[NH:13][C:12]([CH3:18])([C:14](OC)=[O:15])[CH2:11][C:10](=[O:19])[N:9]1[CH3:20])=[O:7])([CH3:4])([CH3:3])[CH3:2].[NH2:21][NH2:22]. The catalyst is CCO. The product is [C:1]([O:5][C:6]([C@H:8]1[NH:13][C:12]([CH3:18])([C:14]([NH:21][NH2:22])=[O:15])[CH2:11][C:10](=[O:19])[N:9]1[CH3:20])=[O:7])([CH3:4])([CH3:3])[CH3:2]. The yield is 1.00. (4) The reactants are [OH:1][C:2]1[CH:10]=[CH:9][C:5]([CH2:6][CH2:7][OH:8])=[CH:4][CH:3]=1.C1C=CN=CC=1.O=S(=O)=O. The catalyst is CS(C)=O.C(Cl)Cl. The product is [OH:1][C:2]1[CH:10]=[CH:9][C:5]([CH2:6][CH:7]=[O:8])=[CH:4][CH:3]=1. The yield is 0.490. (5) The reactants are [NH2:1][C:2]1[C:7]([F:8])=[CH:6][C:5]([OH:9])=[C:4]([F:10])[CH:3]=1.Cl[C:12]1[CH:17]=[CH:16][N:15]=[C:14]([C:18]([NH2:20])=[O:19])[CH:13]=1.[H-].[Na+]. The catalyst is CN(C=O)C.O. The product is [NH2:1][C:2]1[C:7]([F:8])=[CH:6][C:5]([O:9][C:12]2[CH:17]=[CH:16][N:15]=[C:14]([C:18]([NH2:20])=[O:19])[CH:13]=2)=[C:4]([F:10])[CH:3]=1. The yield is 0.260. (6) The reactants are C([O:5][C:6](=[O:37])[CH2:7][C@H:8]([NH:11][S:12]([C:15]1[CH:20]=[CH:19][C:18]([C:21](=[O:23])[NH2:22])=[CH:17][C:16]=1[O:24][CH2:25][CH2:26][C:27]1[CH:36]=[CH:35][CH:34]=[C:33]2[C:28]=1[CH:29]=[CH:30][CH:31]=[N:32]2)(=[O:14])=[O:13])[CH:9]=[O:10])(C)(C)C.FC(F)(F)C(O)=O. The catalyst is ClCCl.O. The product is [C:21]([C:18]1[CH:19]=[CH:20][C:15]([S:12]([NH:11][CH:8]([CH:9]=[O:10])[CH2:7][C:6]([OH:37])=[O:5])(=[O:14])=[O:13])=[C:16]([O:24][CH2:25][CH2:26][C:27]2[CH:36]=[CH:35][CH:34]=[C:33]3[C:28]=2[CH:29]=[CH:30][CH:31]=[N:32]3)[CH:17]=1)(=[O:23])[NH2:22]. The yield is 0.140.